This data is from Catalyst prediction with 721,799 reactions and 888 catalyst types from USPTO. The task is: Predict which catalyst facilitates the given reaction. (1) Reactant: C(O[C:4]([C:6]1[N:11]=[C:10]([C:12]#[N:13])[C:9]2[N:14]=[C:15]([C:17]3[CH:22]=[CH:21][CH:20]=[C:19]([O:23][CH3:24])[CH:18]=3)[S:16][C:8]=2[C:7]=1[OH:25])=[O:5])C.[NH2:26][CH2:27][C:28]([OH:30])=[O:29]. Product: [C:12]([C:10]1[C:9]2[N:14]=[C:15]([C:17]3[CH:22]=[CH:21][CH:20]=[C:19]([O:23][CH3:24])[CH:18]=3)[S:16][C:8]=2[C:7]([OH:25])=[C:6]([C:4]([NH:26][CH2:27][C:28]([OH:30])=[O:29])=[O:5])[N:11]=1)#[N:13]. The catalyst class is: 779. (2) Reactant: [CH2:1]([N:8]1[CH2:13][CH2:12][C@@H:11]([CH3:14])[C@@H:10]([NH:15][C:16]2[C:21]([C:22]([O:24][CH2:25][CH3:26])=[O:23])=[CH:20][N:19]=[C:18]([NH:27][CH2:28][C:29]3[CH:34]=[CH:33][C:32]([O:35][CH3:36])=[C:31]([O:37][CH3:38])[CH:30]=3)[C:17]=2[N+:39]([O-])=O)[CH2:9]1)[C:2]1[CH:7]=[CH:6][CH:5]=[CH:4][CH:3]=1.[Cl-].[NH4+].C(=O)([O-])O.[Na+]. Product: [NH2:39][C:17]1[C:18]([NH:27][CH2:28][C:29]2[CH:34]=[CH:33][C:32]([O:35][CH3:36])=[C:31]([O:37][CH3:38])[CH:30]=2)=[N:19][CH:20]=[C:21]([C:16]=1[NH:15][C@@H:10]1[C@H:11]([CH3:14])[CH2:12][CH2:13][N:8]([CH2:1][C:2]2[CH:7]=[CH:6][CH:5]=[CH:4][CH:3]=2)[CH2:9]1)[C:22]([O:24][CH2:25][CH3:26])=[O:23]. The catalyst class is: 88. (3) Reactant: [OH:1][C:2]1[C:6]([CH3:15])([CH2:7][CH2:8][C:9]2[CH:14]=[CH:13][CH:12]=[CH:11][CH:10]=2)[O:5][C:4](=[O:16])[CH:3]=1.CCN(CC)CC.C(Cl)CCl.[CH:28]1([C:34](O)=[O:35])[CH2:33][CH2:32][CH2:31][CH2:30][CH2:29]1.Cl.[Na+].[Cl-]. Product: [CH:28]1([C:34]([C:3]2[C:4](=[O:16])[O:5][C:6]([CH3:15])([CH2:7][CH2:8][C:9]3[CH:14]=[CH:13][CH:12]=[CH:11][CH:10]=3)[C:2]=2[OH:1])=[O:35])[CH2:33][CH2:32][CH2:31][CH2:30][CH2:29]1. The catalyst class is: 251. (4) Reactant: [Na].[CH2:2]([OH:5])[CH:3]=[CH2:4].[Cl:6][C:7]1[CH:8]=[N:9][CH:10]=[C:11](Cl)[CH:12]=1.CS(C)=O. Product: [CH2:2]([O:5][C:11]1[CH:10]=[N:9][CH:8]=[C:7]([Cl:6])[CH:12]=1)[CH:3]=[CH2:4]. The catalyst class is: 6.